This data is from Peptide-MHC class I binding affinity with 185,985 pairs from IEDB/IMGT. The task is: Regression. Given a peptide amino acid sequence and an MHC pseudo amino acid sequence, predict their binding affinity value. This is MHC class I binding data. (1) The peptide sequence is EQRLPLLPK. The MHC is HLA-A11:01 with pseudo-sequence HLA-A11:01. The binding affinity (normalized) is 0.386. (2) The peptide sequence is VFAQVKQMYK. The MHC is HLA-A31:01 with pseudo-sequence HLA-A31:01. The binding affinity (normalized) is 0.555.